This data is from Full USPTO retrosynthesis dataset with 1.9M reactions from patents (1976-2016). The task is: Predict the reactants needed to synthesize the given product. Given the product [CH:1]([C:4]1[CH:5]=[CH:6][C:7]2[O:11][C:10]([S:12]([NH:18][C:19]3[CH:24]=[CH:23][CH:22]=[C:21]([C:25]4[NH:29][N:28]=[N:27][N:26]=4)[CH:20]=3)(=[O:14])=[O:13])=[C:9]([CH3:16])[C:8]=2[CH:17]=1)([CH3:3])[CH3:2], predict the reactants needed to synthesize it. The reactants are: [CH:1]([C:4]1[CH:5]=[CH:6][C:7]2[O:11][C:10]([S:12](Cl)(=[O:14])=[O:13])=[C:9]([CH3:16])[C:8]=2[CH:17]=1)([CH3:3])[CH3:2].[NH2:18][C:19]1[CH:20]=[C:21]([C:25]2[NH:29][N:28]=[N:27][N:26]=2)[CH:22]=[CH:23][CH:24]=1.